From a dataset of Forward reaction prediction with 1.9M reactions from USPTO patents (1976-2016). Predict the product of the given reaction. (1) Given the reactants [CH:1]1([N:4]2[C:12]([CH3:13])=[C:11]3[C:6]([CH:7]=[CH:8][C:9]([N:14]4[CH:19]=[CH:18][C:17]([OH:20])=[CH:16][C:15]4=[O:21])=[CH:10]3)=[N:5]2)[CH2:3][CH2:2]1.Cl[CH2:23][C:24]1[S:25][CH:26]=[C:27]([C:29]([F:32])([F:31])[F:30])[CH:28]=1.C(=O)([O-])[O-].[K+].[K+], predict the reaction product. The product is: [CH:1]1([N:4]2[C:12]([CH3:13])=[C:11]3[C:6]([CH:7]=[CH:8][C:9]([N:14]4[CH:19]=[CH:18][C:17]([O:20][CH2:23][C:24]5[S:25][CH:26]=[C:27]([C:29]([F:32])([F:31])[F:30])[CH:28]=5)=[CH:16][C:15]4=[O:21])=[CH:10]3)=[N:5]2)[CH2:2][CH2:3]1. (2) The product is: [Cl:1][C:2]1[N:3]([CH2:10][C@@:11]([CH3:14])([OH:12])[CH2:13][N:18]2[CH2:17][CH2:16][N:15]([N:21]=[CH:22][C:23]3[CH:24]=[CH:25][C:26]([C:29]([F:31])([F:32])[F:30])=[CH:27][CH:28]=3)[CH2:20][CH2:19]2)[CH:4]=[C:5]([N+:7]([O-:9])=[O:8])[N:6]=1. Given the reactants [Cl:1][C:2]1[N:3]([CH2:10][C@:11]2([CH3:14])[CH2:13][O:12]2)[CH:4]=[C:5]([N+:7]([O-:9])=[O:8])[N:6]=1.[N:15]1([N:21]=[CH:22][C:23]2[CH:28]=[CH:27][C:26]([C:29]([F:32])([F:31])[F:30])=[CH:25][CH:24]=2)[CH2:20][CH2:19][NH:18][CH2:17][CH2:16]1, predict the reaction product. (3) Given the reactants [CH:1]1([CH2:5][O:6][C:7]2[CH:8]=[CH:9][C:10]3[O:14][C:13]([N:15]4[CH2:20][CH2:19][CH:18]([O:21][CH2:22][C@@H:23]([NH:25][C:26](=[O:32])OC(C)(C)C)[CH3:24])[CH2:17][CH2:16]4)=[N:12][C:11]=3[CH:33]=2)[CH2:4][CH2:3][CH2:2]1.Cl.[C:35](OCC)(=O)C, predict the reaction product. The product is: [CH:1]1([CH2:5][O:6][C:7]2[CH:8]=[CH:9][C:10]3[O:14][C:13]([N:15]4[CH2:16][CH2:17][CH:18]([O:21][CH2:22][C@@H:23]([NH:25][C:26](=[O:32])[CH3:35])[CH3:24])[CH2:19][CH2:20]4)=[N:12][C:11]=3[CH:33]=2)[CH2:2][CH2:3][CH2:4]1. (4) Given the reactants C([NH:8][C:9]([C:11]1[CH:12]=[C:13]2[C:18](=[N:19][CH:20]=1)[N:17]([O:21][CH2:22][C:23]1[CH:28]=[CH:27][CH:26]=[CH:25][CH:24]=1)[C:16](=[O:29])[C:15]([C:30](OCC)=[O:31])=[C:14]2[OH:35])=[O:10])C1C=CC=CC=1.[CH2:36]([NH2:43])[C:37]1[CH:42]=[CH:41][CH:40]=[CH:39][CH:38]=1, predict the reaction product. The product is: [CH2:36]([N:43]([CH2:22][C:23]1[CH:28]=[CH:27][CH:26]=[CH:25][CH:24]=1)[C:30]([C:15]1[C:16](=[O:29])[N:17]([O:21][CH2:22][C:23]2[CH:24]=[CH:25][CH:26]=[CH:27][CH:28]=2)[C:18]2[C:13]([C:14]=1[OH:35])=[CH:12][C:11]([C:9]([NH2:8])=[O:10])=[CH:20][N:19]=2)=[O:31])[C:37]1[CH:42]=[CH:41][CH:40]=[CH:39][CH:38]=1. (5) The product is: [C:10](=[O:12])([S:13][CH2:8][C:3]1([CH2:4][OH:5])[CH2:2][CH2:1]1)[CH3:11]. Given the reactants [CH2:1]1[C:3]2([CH2:8]OS(=O)[O:5][CH2:4]2)[CH2:2]1.[C:10](=[S:13])([O-:12])[CH3:11].[K+].C(OCC)(=O)C.O, predict the reaction product. (6) Given the reactants [C:1]([C:3]1[N:8]=[CH:7][C:6]([N:9]2[C:16](=[O:17])[C:12]3([CH2:15][CH2:14][CH2:13]3)[N:11]([C:18]3[CH:26]=[CH:25][C:21]([C:22](O)=[O:23])=[C:20]([F:27])[CH:19]=3)[C:10]2=[S:28])=[CH:5][C:4]=1[C:29]([F:32])([F:31])[F:30])#[N:2].[N:33]1([CH2:38][CH2:39][CH2:40][NH2:41])[CH2:37][CH2:36][CH2:35][CH2:34]1.CN(C(ON1N=NC2C=CC=NC1=2)=[N+](C)C)C.F[P-](F)(F)(F)(F)F.CCN(C(C)C)C(C)C, predict the reaction product. The product is: [C:1]([C:3]1[N:8]=[CH:7][C:6]([N:9]2[C:16](=[O:17])[C:12]3([CH2:13][CH2:14][CH2:15]3)[N:11]([C:18]3[CH:26]=[CH:25][C:21]([C:22]([NH:41][CH2:40][CH2:39][CH2:38][N:33]4[CH2:37][CH2:36][CH2:35][CH2:34]4)=[O:23])=[C:20]([F:27])[CH:19]=3)[C:10]2=[S:28])=[CH:5][C:4]=1[C:29]([F:32])([F:31])[F:30])#[N:2]. (7) Given the reactants [CH:1]1([OH:7])[CH2:5][CH2:4][CH:3]([OH:6])[CH2:2]1.N1C=CN=C1.[Si:13](Cl)([C:16]([CH3:19])([CH3:18])[CH3:17])([CH3:15])[CH3:14].O, predict the reaction product. The product is: [Si:13]([O:6][CH:3]1[CH2:4][CH2:5][CH:1]([OH:7])[CH2:2]1)([C:16]([CH3:19])([CH3:18])[CH3:17])([CH3:15])[CH3:14]. (8) Given the reactants [NH3:1].[CH2:2]([NH:9][C:10]1[CH:15]=[C:14](F)[CH:13]=[CH:12][C:11]=1[N+:17]([O-:19])=[O:18])[C:3]1[CH:8]=[CH:7][CH:6]=[CH:5][CH:4]=1, predict the reaction product. The product is: [CH2:2]([NH:9][C:10]1[CH:15]=[C:14]([NH2:1])[CH:13]=[CH:12][C:11]=1[N+:17]([O-:19])=[O:18])[C:3]1[CH:8]=[CH:7][CH:6]=[CH:5][CH:4]=1. (9) Given the reactants [N:1]1[N:2]([C:6]2[CH:11]=[CH:10][CH:9]=[CH:8][C:7]=2[C:12]([N:14]2[CH2:19][C@H:18]([O:20][C:21]3[CH:26]=[C:25]([OH:27])[CH:24]=[CH:23][N:22]=3)[CH2:17][CH2:16][C@H:15]2[CH3:28])=[O:13])[N:3]=[CH:4][CH:5]=1.C(=O)([O-])[O-].[K+].[K+].Cl[C:36]([F:41])([F:40])C([O-])=O.[Na+], predict the reaction product. The product is: [N:1]1[N:2]([C:6]2[CH:11]=[CH:10][CH:9]=[CH:8][C:7]=2[C:12]([N:14]2[CH2:19][C@H:18]([O:20][C:21]3[CH:26]=[C:25]([O:27][CH:36]([F:41])[F:40])[CH:24]=[CH:23][N:22]=3)[CH2:17][CH2:16][C@H:15]2[CH3:28])=[O:13])[N:3]=[CH:4][CH:5]=1.